From a dataset of Full USPTO retrosynthesis dataset with 1.9M reactions from patents (1976-2016). Predict the reactants needed to synthesize the given product. (1) Given the product [F:31][C:32]1[CH:37]=[C:36]([F:38])[CH:35]=[CH:34][C:33]=1[S:39]([N:19]1[CH2:18][CH:17]([C:15]([N:12]2[CH2:13][CH2:14][N:9]([C:3]3[CH:4]=[C:5]([CH3:8])[CH:6]=[CH:7][C:2]=3[CH3:1])[CH2:10][CH2:11]2)=[O:16])[N:21]([C:22]2[CH:23]=[CH:24][CH:25]=[CH:26][CH:27]=2)[C:20]1=[O:28])(=[O:41])=[O:40], predict the reactants needed to synthesize it. The reactants are: [CH3:1][C:2]1[CH:7]=[CH:6][C:5]([CH3:8])=[CH:4][C:3]=1[N:9]1[CH2:14][CH2:13][N:12]([C:15]([CH:17]2[N:21]([C:22]3[CH:27]=[CH:26][CH:25]=[CH:24][CH:23]=3)[C:20](=[O:28])[NH:19][CH2:18]2)=[O:16])[CH2:11][CH2:10]1.[H-].[Na+].[F:31][C:32]1[CH:37]=[C:36]([F:38])[CH:35]=[CH:34][C:33]=1[S:39](Cl)(=[O:41])=[O:40]. (2) Given the product [CH3:1][C:2]1[N:3]([C:7]2[CH:8]=[CH:9][C:10]([NH:13][C:14]3[N:15]=[C:16]([CH2:24][CH:25]4[CH2:30][CH2:29][O:28][CH2:27][CH2:26]4)[C:17]4[CH2:23][N:22]([C:31](=[O:33])[CH3:32])[CH2:21][CH2:20][C:18]=4[N:19]=3)=[CH:11][CH:12]=2)[CH:4]=[CH:5][N:6]=1, predict the reactants needed to synthesize it. The reactants are: [CH3:1][C:2]1[N:3]([C:7]2[CH:12]=[CH:11][C:10]([NH:13][C:14]3[N:15]=[C:16]([CH2:24][CH:25]4[CH2:30][CH2:29][O:28][CH2:27][CH2:26]4)[C:17]4[CH2:23][NH:22][CH2:21][CH2:20][C:18]=4[N:19]=3)=[CH:9][CH:8]=2)[CH:4]=[CH:5][N:6]=1.[C:31](OC(=O)C)(=[O:33])[CH3:32]. (3) Given the product [ClH:33].[ClH:43].[NH2:1][C:2]1[CH:10]=[C:9]([C@H:11]([NH:15][C:16]([N:18]2[C:24](=[O:25])[C@H:23]([CH2:26][C:27]3[CH:32]=[C:31]([Cl:33])[CH:30]=[CH:29][C:28]=3[O:34][CH3:35])[CH2:22][NH:21][C:20](=[N:36][O:37][CH2:38][CH3:39])[CH2:19]2)=[O:17])[CH2:12][CH2:13][CH3:14])[CH:8]=[CH:7][C:3]=1[C:4]([OH:6])=[O:5], predict the reactants needed to synthesize it. The reactants are: [NH2:1][C:2]1[CH:10]=[C:9]([C@H:11]([NH:15][C:16]([N:18]2[C:24](=[O:25])[C@H:23]([CH2:26][C:27]3[CH:32]=[C:31]([Cl:33])[CH:30]=[CH:29][C:28]=3[O:34][CH3:35])[CH2:22][NH:21][C:20](=[N:36][O:37][CH2:38][CH3:39])[CH2:19]2)=[O:17])[CH2:12][CH2:13][CH3:14])[CH:8]=[CH:7][C:3]=1[C:4]([OH:6])=[O:5].C(#N)C.[ClH:43]. (4) Given the product [CH:11]12[CH2:12][CH2:13][CH:14]([CH:9]=[CH:10]1)[CH:5]1[CH:6]2[C:1](=[O:8])[CH:2]=[CH:3][C:4]1=[O:7], predict the reactants needed to synthesize it. The reactants are: [C:1]1(=[O:8])[CH:6]=[CH:5][C:4](=[O:7])[CH:3]=[CH:2]1.[CH:9]1[CH2:14][CH2:13][CH:12]=[CH:11][CH:10]=1. (5) Given the product [C:1]([C:3]1[CH:4]=[C:5]([CH:22]=[CH:23][CH:24]=1)[CH2:6][N:7]1[CH2:12][CH2:11][N:10]([C:13]2[CH:18]=[CH:17][C:16]([NH2:19])=[CH:15][CH:14]=2)[CH2:9][CH2:8]1)#[N:2], predict the reactants needed to synthesize it. The reactants are: [C:1]([C:3]1[CH:4]=[C:5]([CH:22]=[CH:23][CH:24]=1)[CH2:6][N:7]1[CH2:12][CH2:11][N:10]([C:13]2[CH:18]=[CH:17][C:16]([N+:19]([O-])=O)=[CH:15][CH:14]=2)[CH2:9][CH2:8]1)#[N:2].